Task: Predict the product of the given reaction.. Dataset: Forward reaction prediction with 1.9M reactions from USPTO patents (1976-2016) (1) Given the reactants Cl[C:2]1[C:11]2[CH:10]=[CH:9][C:8]3[O:12][C:13]([F:16])([F:15])[O:14][C:7]=3[C:6]=2[N:5]=[C:4]([Cl:17])[N:3]=1.[OH:18][CH2:19][CH2:20][C:21]([NH:23][NH2:24])=[O:22].C(N(CC)C(C)C)(C)C, predict the reaction product. The product is: [Cl:17][C:4]1[N:3]=[C:2]([NH:24][NH:23][C:21](=[O:22])[CH2:20][CH2:19][OH:18])[C:11]2[CH:10]=[CH:9][C:8]3[O:12][C:13]([F:16])([F:15])[O:14][C:7]=3[C:6]=2[N:5]=1. (2) Given the reactants Cl[C:2]1[S:6][N:5]=[C:4]([CH:7]2[CH2:12][CH2:11][CH2:10][CH2:9][CH2:8]2)[N:3]=1.Cl.Cl.[CH3:15][O:16][C:17]1[CH:30]=[CH:29][C:20]([CH2:21][CH2:22][N:23]2[CH2:28][CH2:27][NH:26][CH2:25][CH2:24]2)=[CH:19][CH:18]=1.CCN(C(C)C)C(C)C, predict the reaction product. The product is: [CH:7]1([C:4]2[N:3]=[C:2]([N:26]3[CH2:25][CH2:24][N:23]([CH2:22][CH2:21][C:20]4[CH:29]=[CH:30][C:17]([O:16][CH3:15])=[CH:18][CH:19]=4)[CH2:28][CH2:27]3)[S:6][N:5]=2)[CH2:12][CH2:11][CH2:10][CH2:9][CH2:8]1. (3) Given the reactants [O:1]=[C:2]1[NH:10][C:9]2[C:4](=[N:5][C:6]([C:14]3[CH:15]=[N:16][CH:17]=[CH:18][CH:19]=3)=[N:7][C:8]=2[C:11]([OH:13])=O)[N:3]1[C:20]1[CH:25]=[CH:24][CH:23]=[CH:22][CH:21]=1.O=[C:27]1NC2C(=NC(C3C=NC=CC=3)=NC=2C(N)=O)[N:28]1C1C=CC=CC=1, predict the reaction product. The product is: [CH3:27][NH:28][C:11]([C:8]1[N:7]=[C:6]([C:14]2[CH:15]=[N:16][CH:17]=[CH:18][CH:19]=2)[N:5]=[C:4]2[C:9]=1[NH:10][C:2](=[O:1])[N:3]2[C:20]1[CH:25]=[CH:24][CH:23]=[CH:22][CH:21]=1)=[O:13]. (4) Given the reactants [F:1][C:2]1[CH:7]=[CH:6][C:5]([NH:8][C:9]2[CH:14]=[CH:13][N:12]=[C:11]([NH:15][C:16]3[CH:21]=[CH:20][C:19]([S:22]([N:25]([CH3:32])[CH:26]4[CH2:31][CH2:30][NH:29][CH2:28][CH2:27]4)(=[O:24])=[O:23])=[CH:18][CH:17]=3)[N:10]=2)=[CH:4][C:3]=1[CH3:33].[CH3:34][N:35]1[CH:39]=[CH:38][CH:37]=[C:36]1[CH:40]=O, predict the reaction product. The product is: [F:1][C:2]1[CH:7]=[CH:6][C:5]([NH:8][C:9]2[CH:14]=[CH:13][N:12]=[C:11]([NH:15][C:16]3[CH:17]=[CH:18][C:19]([S:22]([N:25]([CH3:32])[CH:26]4[CH2:31][CH2:30][N:29]([CH2:40][C:36]5[N:35]([CH3:34])[CH:39]=[CH:38][CH:37]=5)[CH2:28][CH2:27]4)(=[O:23])=[O:24])=[CH:20][CH:21]=3)[N:10]=2)=[CH:4][C:3]=1[CH3:33]. (5) Given the reactants C(OC([N:6]=[S:7]([C:10]1[CH:15]=[CH:14][CH:13]=[C:12]([CH2:16][O:17][C:18]2[CH:27]=[C:26]3[C:21]([C:22]([NH:28][CH:29]([CH3:31])[CH3:30])=[N:23][CH:24]=[N:25]3)=[CH:20][CH:19]=2)[CH:11]=1)([CH3:9])=[O:8])=O)C.[O-]CC.[Na+], predict the reaction product. The product is: [CH:29]([NH:28][C:22]1[C:21]2[C:26](=[CH:27][C:18]([O:17][CH2:16][C:12]3[CH:11]=[C:10]([S:7]([CH3:9])(=[NH:6])=[O:8])[CH:15]=[CH:14][CH:13]=3)=[CH:19][CH:20]=2)[N:25]=[CH:24][N:23]=1)([CH3:31])[CH3:30]. (6) Given the reactants [Cl:1][C:2]1[C:10]2[O:9][CH:8]([CH2:11][NH:12][C:13](=[O:22])/[CH:14]=[CH:15]/[C:16]3[CH:17]=[N:18][CH:19]=[CH:20][CH:21]=3)[CH2:7][C:6]=2[CH:5]=[C:4]([C:23]2[CH:33]=[CH:32][C:26]([C:27]([O:29]CC)=[O:28])=[CH:25][CH:24]=2)[CH:3]=1.O[Li].O.O.O.O.O.O.Cl, predict the reaction product. The product is: [Cl:1][C:2]1[C:10]2[O:9][CH:8]([CH2:11][NH:12][C:13](=[O:22])/[CH:14]=[CH:15]/[C:16]3[CH:17]=[N:18][CH:19]=[CH:20][CH:21]=3)[CH2:7][C:6]=2[CH:5]=[C:4]([C:23]2[CH:24]=[CH:25][C:26]([C:27]([OH:29])=[O:28])=[CH:32][CH:33]=2)[CH:3]=1. (7) Given the reactants [CH3:1][O:2][C:3]1[C:12]([CH3:13])=[CH:11][C:6]2[N:7]=[C:8](N)[S:9][C:5]=2[CH:4]=1.N([O-])=O.[Na+].O.C([O-])([O-])=O.[Na+].[Na+], predict the reaction product. The product is: [CH3:1][O:2][C:3]1[C:12]([CH3:13])=[CH:11][C:6]2[N:7]=[CH:8][S:9][C:5]=2[CH:4]=1.